This data is from Catalyst prediction with 721,799 reactions and 888 catalyst types from USPTO. The task is: Predict which catalyst facilitates the given reaction. (1) The catalyst class is: 7. Reactant: C(O)(=O)[C@H](C1C=CC=CC=1)O.[BH4-].[Na+].[CH2:14]([O:16][C:17](=[O:31])[CH:18]=[C:19]([NH2:30])[CH2:20][C:21]1[CH:26]=[C:25]([F:27])[C:24]([F:28])=[CH:23][C:22]=1[F:29])[CH3:15].[BH4-].[Na+].C(O)(=O)C(C1C=CC=CC=1)O. Product: [CH2:14]([O:16][C:17](=[O:31])[CH2:18][CH:19]([NH2:30])[CH2:20][C:21]1[CH:26]=[C:25]([F:27])[C:24]([F:28])=[CH:23][C:22]=1[F:29])[CH3:15]. (2) Reactant: Br[C:2]1[CH:3]=[C:4]([S:8]([N:11]2[CH2:16][CH2:15][N:14]([C:17]3[CH:22]=[CH:21][C:20]([F:23])=[CH:19][C:18]=3[C:24]([F:27])([F:26])[F:25])[CH2:13][CH:12]2[CH3:28])(=[O:10])=[O:9])[CH:5]=[CH:6][CH:7]=1.[C:29]1(B(O)O)[CH:34]=[CH:33][CH:32]=[CH:31][CH:30]=1.[F-].[K+]. Product: [C:2]1([C:29]2[CH:34]=[CH:33][CH:32]=[CH:31][CH:30]=2)[CH:7]=[CH:6][CH:5]=[C:4]([S:8]([N:11]2[CH2:16][CH2:15][N:14]([C:17]3[CH:22]=[CH:21][C:20]([F:23])=[CH:19][C:18]=3[C:24]([F:27])([F:26])[F:25])[CH2:13][C@H:12]2[CH3:28])(=[O:10])=[O:9])[CH:3]=1. The catalyst class is: 73. (3) Reactant: [F:1][C:2]1[CH:17]=[C:16]([N+:18]([O-])=O)[CH:15]=[CH:14][C:3]=1[O:4][C:5]1[C:6]2[CH:13]=[CH:12][NH:11][C:7]=2[N:8]=[CH:9][N:10]=1.C([O-])=O.[NH4+]. Product: [F:1][C:2]1[CH:17]=[C:16]([NH2:18])[CH:15]=[CH:14][C:3]=1[O:4][C:5]1[C:6]2[CH:13]=[CH:12][NH:11][C:7]=2[N:8]=[CH:9][N:10]=1. The catalyst class is: 8. (4) Reactant: [Li+].C[CH:3]([N-:5][CH:6]([CH3:8])C)C.[Br:9][C:10]1[CH:15]=[CH:14][C:13](CC#N)=[CH:12][C:11]=1[Cl:19].[CH:20](=[O:27])[C:21]1[CH:26]=[CH:25][CH:24]=[CH:23][CH:22]=1.B.CSC. Product: [Br:9][C:10]1[CH:15]=[CH:14][C:13]([CH:8]([CH2:6][NH:5][CH3:3])[CH:20]([C:21]2[CH:26]=[CH:25][CH:24]=[CH:23][CH:22]=2)[OH:27])=[CH:12][C:11]=1[Cl:19]. The catalyst class is: 76. (5) Reactant: [Br:1]Br.[O:3]1[C:7]2[CH:8]=[C:9]([C:12](=[O:14])[CH3:13])[CH:10]=[CH:11][C:6]=2[CH2:5][CH2:4]1. Product: [Br:1][CH2:13][C:12]([C:9]1[CH:10]=[CH:11][C:6]2[CH2:5][CH2:4][O:3][C:7]=2[CH:8]=1)=[O:14]. The catalyst class is: 5. (6) Reactant: Br[C:2]1[CH:7]=[CH:6][CH:5]=[CH:4][N:3]=1.C([Li])CCC.[CH2:13]1[O:23][C:16]2([CH2:21][CH2:20][C:19](=[O:22])[CH2:18][CH2:17]2)[O:15][CH2:14]1. Product: [N:3]1[CH:4]=[CH:5][CH:6]=[CH:7][C:2]=1[C:19]1([OH:22])[CH2:20][CH2:21][C:16]2([O:23][CH2:13][CH2:14][O:15]2)[CH2:17][CH2:18]1. The catalyst class is: 27. (7) Reactant: [CH3:1][S:2]([C:5]1[CH:10]=[C:9]([CH2:11][NH:12][C:13]([C:15]2[C:16]3[CH:23]=[N:22][N:21]([C:24]4[CH:29]=[CH:28][C:27]([F:30])=[CH:26][CH:25]=4)[C:17]=3[CH:18]=[N:19][CH:20]=2)=[O:14])[CH:8]=[C:7]([O:31]C)[N:6]=1)(=[O:4])=[O:3].Br. Product: [CH3:1][S:2]([C:5]1[NH:6][C:7](=[O:31])[CH:8]=[C:9]([CH2:11][NH:12][C:13]([C:15]2[C:16]3[CH:23]=[N:22][N:21]([C:24]4[CH:29]=[CH:28][C:27]([F:30])=[CH:26][CH:25]=4)[C:17]=3[CH:18]=[N:19][CH:20]=2)=[O:14])[CH:10]=1)(=[O:4])=[O:3]. The catalyst class is: 15. (8) Reactant: [C:1]1(=[O:7])[O:6][C:4](=O)[CH:3]=[CH:2]1.[NH2:8][CH2:9][CH2:10][C:11]([OH:13])=[O:12].C1(C)C=CC=CC=1. Product: [C:11]([CH2:10][CH2:9][N:8]1[C:1](=[O:7])[CH:2]=[CH:3][C:4]1=[O:6])([OH:13])=[O:12]. The catalyst class is: 15. (9) Product: [NH2:14][CH:15]1[CH2:20][CH2:19][N:18]([CH2:21][C:22]2[CH:27]=[CH:26][C:25]([O:28][CH3:29])=[CH:24][C:23]=2[O:30][CH3:31])[C:17](=[O:32])[CH2:16]1. The catalyst class is: 29. Reactant: C([NH:14][CH:15]1[CH2:20][CH2:19][N:18]([CH2:21][C:22]2[CH:27]=[CH:26][C:25]([O:28][CH3:29])=[CH:24][C:23]=2[O:30][CH3:31])[C:17](=[O:32])[CH2:16]1)(C1C=CC=CC=1)C1C=CC=CC=1.Cl. (10) Reactant: [C:1]([O:5][C:6]([N:8]1[CH2:13][CH2:12][CH:11]([O:14][CH2:15][C:16]2[N:20]=[C:19]([C:21]3[O:29][C:28]4[CH:27]=[CH:26][N:25]=[C:24]([CH2:30][OH:31])[C:23]=4[CH:22]=3)[O:18][N:17]=2)[CH2:10][CH2:9]1)=[O:7])([CH3:4])([CH3:3])[CH3:2].[H-].[Na+].[CH3:34]I.O. Product: [C:1]([O:5][C:6]([N:8]1[CH2:13][CH2:12][CH:11]([O:14][CH2:15][C:16]2[N:20]=[C:19]([C:21]3[O:29][C:28]4[CH:27]=[CH:26][N:25]=[C:24]([CH2:30][O:31][CH3:34])[C:23]=4[CH:22]=3)[O:18][N:17]=2)[CH2:10][CH2:9]1)=[O:7])([CH3:4])([CH3:2])[CH3:3]. The catalyst class is: 1.